From a dataset of Forward reaction prediction with 1.9M reactions from USPTO patents (1976-2016). Predict the product of the given reaction. (1) The product is: [OH:1][C:2]([C:11]1[CH:16]=[CH:15][CH:14]=[CH:13][CH:12]=1)([C:6]1[CH:10]=[CH:9][S:8][CH:7]=1)[C:3]([O:5][CH2:39][CH:40]1[CH2:41][CH2:42][N:43]([C:46]([O:48][CH2:49][CH2:52][CH2:18][CH3:19])=[O:47])[CH2:44][CH2:45]1)=[O:4]. Given the reactants [OH:1][C:2]([C:11]1[CH:16]=[CH:15][CH:14]=[CH:13][CH:12]=1)([C:6]1[CH:10]=[CH:9][S:8][CH:7]=1)[C:3]([OH:5])=[O:4].N12CCCN=C1CCC[CH2:19][CH2:18]2.S(O[CH2:39][CH:40]1[CH2:45][CH2:44][N:43]([C:46]([O:48][C:49]([CH3:52])(C)C)=[O:47])[CH2:42][CH2:41]1)(C1C=CC(C)=CC=1)(=O)=O, predict the reaction product. (2) Given the reactants C([N:8]1[C:20]2[C:19]([O:21][CH2:22][CH2:23][CH2:24]Br)=[C:18]3[N:26](C(OC(C)(C)C)=O)[C:27]4[CH:28]=[CH:29][C:30]([F:33])=[CH:31][C:32]=4[C:17]3=[CH:16][C:15]=2[C:14]2[C:9]1=[CH:10][CH:11]=[C:12]([F:41])[CH:13]=2)(OC(C)(C)C)=O.[OH:42][C:43]1[CH2:47][CH2:46][NH:45][CH:44]=1, predict the reaction product. The product is: [F:41][C:12]1[CH:13]=[C:14]2[C:9](=[CH:10][CH:11]=1)[NH:8][C:20]1[C:19]([O:21][CH2:22][CH2:23][CH2:24][N:45]3[CH2:46][CH2:47][CH:43]([OH:42])[CH2:44]3)=[C:18]3[NH:26][C:27]4[CH:28]=[CH:29][C:30]([F:33])=[CH:31][C:32]=4[C:17]3=[CH:16][C:15]2=1. (3) Given the reactants O.[OH-].[Na+].[C:4]1([C:6](=[CH:8][CH:9]=[CH:10][CH:11]=1)[OH:7])[OH:5].Cl[CH2:13][CH2:14][OH:15].[CH2:16]([OH:20])[CH2:17]CC, predict the reaction product. The product is: [C:6]1([O:7][CH2:17][CH2:16][OH:20])[CH:8]=[CH:9][CH:10]=[CH:11][C:4]=1[O:5][CH2:13][CH2:14][OH:15]. (4) Given the reactants [F:1][C:2]([F:21])([F:20])[C:3]([N:5]1[CH2:9][CH2:8][CH2:7][CH:6]1[C:10]1[CH:15]=[CH:14][C:13]([S:16](Cl)(=[O:18])=[O:17])=[CH:12][CH:11]=1)=[O:4].[NH2:22][C:23]1[S:24][CH:25]=[CH:26][N:27]=1, predict the reaction product. The product is: [S:24]1[CH:25]=[CH:26][N:27]=[C:23]1[NH:22][S:16]([C:13]1[CH:14]=[CH:15][C:10]([CH:6]2[CH2:7][CH2:8][CH2:9][N:5]2[C:3](=[O:4])[C:2]([F:21])([F:20])[F:1])=[CH:11][CH:12]=1)(=[O:18])=[O:17]. (5) Given the reactants [Cl-].[CH2:2]([N+:6]1[CH:10]=[CH:9][N:8]([CH3:11])[CH:7]=1)[CH2:3][CH2:4][CH3:5].[C:12]([O-:17])(=[O:16])[CH2:13][CH2:14][CH3:15].[Na+], predict the reaction product. The product is: [C:12]([O-:17])(=[O:16])[CH2:13][CH2:14][CH3:15].[CH2:2]([N+:6]1[CH:10]=[CH:9][N:8]([CH3:11])[CH:7]=1)[CH2:3][CH2:4][CH3:5]. (6) Given the reactants [CH3:1][O:2][C:3]1[CH:8]=[CH:7][CH:6]=[C:5]([CH3:9])[C:4]=1[NH:10][C:11]1C=CC=CC=1.C(N(C(C)C)CC)(C)C.ClC(Cl)([O:29]C(=O)OC(Cl)(Cl)Cl)Cl.[CH3:38][O:39][C:40]1[CH:45]=[CH:44][C:43]([CH3:46])=[CH:42][C:41]=1[NH:47][C:48]([NH:50][C:51]1[CH:56]=[CH:55][C:54]([N:57]2[CH2:62][CH2:61][NH:60][CH2:59][CH2:58]2)=[CH:53][CH:52]=1)=[O:49], predict the reaction product. The product is: [CH3:1][O:2][C:3]1[CH:8]=[CH:7][CH:6]=[C:5]([CH3:9])[C:4]=1[NH:10][C:11]([N:60]1[CH2:59][CH2:58][N:57]([C:54]2[CH:55]=[CH:56][C:51]([NH:50][C:48]([NH:47][C:41]3[CH:42]=[C:43]([CH3:46])[CH:44]=[CH:45][C:40]=3[O:39][CH3:38])=[O:49])=[CH:52][CH:53]=2)[CH2:62][CH2:61]1)=[O:29].